This data is from Reaction yield outcomes from USPTO patents with 853,638 reactions. The task is: Predict the reaction yield, written as a fraction of the theoretical maximum amount of product (1.0 means a 100% yield; for example, 0.34 means a 34% yield). The reactants are [Cl:1][C:2]1[C:11]2[CH2:10][N:9]([C@H:12]([CH:16]([CH3:18])[CH3:17])[C:13](O)=[O:14])[C:8](=[O:19])[C:7]3=[CH:20][NH:21][C:5]([C:6]=23)=[N:4][CH:3]=1.CN(C(ON1N=[N:37][C:32]2[CH:33]=[CH:34][CH:35]=[N:36][C:31]1=2)=[N+](C)C)C.F[P-](F)(F)(F)(F)F.Cl.N1CCC[C@@H]1C#N.CN1CCOCC1. The catalyst is C1COCC1. The product is [Cl:1][C:2]1[C:11]2[CH2:10][N:9]([C@H:12]([CH:16]([CH3:18])[CH3:17])[C:13]([N:36]3[CH2:35][CH2:34][CH2:33][C@@H:31]3[C:32]#[N:37])=[O:14])[C:8](=[O:19])[C:7]3=[CH:20][NH:21][C:5]([C:6]=23)=[N:4][CH:3]=1. The yield is 0.180.